From a dataset of Forward reaction prediction with 1.9M reactions from USPTO patents (1976-2016). Predict the product of the given reaction. (1) Given the reactants Cl.FC1C=C(NC(=O)CC(NC2C=CC(F)=CC=2)=O)C=CC=1OC1C2=C(C)C(OCCN3CCOCC3)=CN2N=CN=1.[F:43][C:44]1[CH:65]=[C:64]([N+:66]([O-])=O)[CH:63]=[CH:62][C:45]=1[O:46][C:47]1[C:52]2=[CH:53][C:54]([C:56]3[CH:57]=[N:58][CH:59]=[CH:60][CH:61]=3)=[CH:55][N:51]2[N:50]=[CH:49][N:48]=1, predict the reaction product. The product is: [F:43][C:44]1[CH:65]=[C:64]([NH2:66])[CH:63]=[CH:62][C:45]=1[O:46][C:47]1[C:52]2=[CH:53][C:54]([C:56]3[CH:57]=[N:58][CH:59]=[CH:60][CH:61]=3)=[CH:55][N:51]2[N:50]=[CH:49][N:48]=1. (2) Given the reactants [C:1]([O:5][C:6]([N:8]([CH2:10][C:11]1[CH:12]=[C:13]([NH:23][C:24]([O:26][CH2:27][CH2:28][C:29]2[CH:34]=[CH:33][C:32](B(O)O)=[CH:31][C:30]=2[CH2:38][CH3:39])=[O:25])[CH:14]=[CH:15][C:16]=1[S:17]([CH:20]([CH3:22])[CH3:21])(=[O:19])=[O:18])[CH3:9])=[O:7])([CH3:4])([CH3:3])[CH3:2].[NH2:40][C:41]1[CH:42]=[C:43]([CH:47]=[CH:48][C:49]=1[F:50])[C:44]([NH2:46])=[O:45].O.[C:52]([OH:56])(=[O:55])[CH:53]=O, predict the reaction product. The product is: [C:1]([O:5][C:6]([N:8]([CH2:10][C:11]1[CH:12]=[C:13]([NH:23][C:24]([O:26][CH2:27][CH2:28][C:29]2[CH:34]=[CH:33][C:32]([CH:53]([NH:40][C:41]3[CH:42]=[C:43]([C:44](=[O:45])[NH2:46])[CH:47]=[CH:48][C:49]=3[F:50])[C:52]([OH:56])=[O:55])=[CH:31][C:30]=2[CH2:38][CH3:39])=[O:25])[CH:14]=[CH:15][C:16]=1[S:17]([CH:20]([CH3:22])[CH3:21])(=[O:19])=[O:18])[CH3:9])=[O:7])([CH3:4])([CH3:3])[CH3:2]. (3) The product is: [CH2:1]([O:3][C:4](=[O:24])[CH:5]([O:21][CH2:22][CH3:23])[CH2:6][C:7]1[C:16]2[C:11](=[CH:12][CH:13]=[CH:14][CH:15]=2)[C:10]([OH:17])=[C:9]([CH2:30][CH:29]=[CH2:28])[CH:8]=1)[CH3:2]. Given the reactants [CH2:1]([O:3][C:4](=[O:24])[CH:5]([O:21][CH2:22][CH3:23])[CH2:6][C:7]1[C:16]2[C:11](=[CH:12][CH:13]=[CH:14][CH:15]=2)[C:10]([O:17]CC=C)=[CH:9][CH:8]=1)[CH3:2].C(O[C:28](=O)[CH:29](OCC)[CH2:30]C1C2C(=CC=CC=2)C(O)=CC=1)C.C(Br)C=C.C(=O)([O-])[O-].[K+].[K+], predict the reaction product. (4) Given the reactants CS([Cl:5])(=O)=O.O[CH2:7][CH2:8][N:9]([CH3:41])[CH:10]([CH:21]1[CH2:26][CH2:25][N:24]([CH2:27][CH2:28][O:29][C:30]2[CH:39]=[CH:38][CH:37]=[C:36]3[C:31]=2[CH:32]=[CH:33][C:34]([CH3:40])=[N:35]3)[CH2:23][CH2:22]1)[C:11]1[CH:12]=[C:13]([NH:17][C:18](=[O:20])[CH3:19])[CH:14]=[CH:15][CH:16]=1, predict the reaction product. The product is: [Cl:5][CH2:7][CH2:8][N:9]([CH3:41])[CH:10]([CH:21]1[CH2:26][CH2:25][N:24]([CH2:27][CH2:28][O:29][C:30]2[CH:39]=[CH:38][CH:37]=[C:36]3[C:31]=2[CH:32]=[CH:33][C:34]([CH3:40])=[N:35]3)[CH2:23][CH2:22]1)[C:11]1[CH:12]=[C:13]([NH:17][C:18](=[O:20])[CH3:19])[CH:14]=[CH:15][CH:16]=1. (5) The product is: [CH2:1]([N:8]1[CH2:13][CH2:12][O:11][CH:10]([C:14]2[CH:15]=[CH:16][C:17]([NH:20][C:33](=[O:34])[C:32]3[C:31]([Cl:30])=[CH:39][CH:38]=[CH:37][C:36]=3[Cl:40])=[CH:18][CH:19]=2)[CH2:9]1)[C:2]1[CH:3]=[CH:4][CH:5]=[CH:6][CH:7]=1. Given the reactants [CH2:1]([N:8]1[CH2:13][CH2:12][O:11][CH:10]([C:14]2[CH:19]=[CH:18][C:17]([NH2:20])=[CH:16][CH:15]=2)[CH2:9]1)[C:2]1[CH:7]=[CH:6][CH:5]=[CH:4][CH:3]=1.C(N(C(C)C)C(C)C)C.[Cl:30][C:31]1[CH:39]=[CH:38][CH:37]=[C:36]([Cl:40])[C:32]=1[C:33](Cl)=[O:34], predict the reaction product. (6) Given the reactants Cl.C(N=C=NCCCN(C)C)C.[Cl:13][C:14]1[C:15]([O:24][C:25]2[CH:30]=[C:29]([O:31][CH2:32][C:33](=[O:35])[CH3:34])[CH:28]=[CH:27][C:26]=2/[CH:36]=[CH:37]/[C:38]([OH:40])=O)=[N:16][CH:17]=[C:18]([C:20]([F:23])([F:22])[F:21])[CH:19]=1.[CH2:41]([S:46]([NH2:49])(=[O:48])=[O:47])[CH2:42][CH2:43][CH2:44][CH3:45].Cl, predict the reaction product. The product is: [Cl:13][C:14]1[C:15]([O:24][C:25]2[CH:30]=[C:29]([O:31][CH2:32][C:33](=[O:35])[CH3:34])[CH:28]=[CH:27][C:26]=2/[CH:36]=[CH:37]/[C:38]([NH:49][S:46]([CH2:41][CH2:42][CH2:43][CH2:44][CH3:45])(=[O:48])=[O:47])=[O:40])=[N:16][CH:17]=[C:18]([C:20]([F:23])([F:22])[F:21])[CH:19]=1. (7) Given the reactants [F:1][C:2]1[CH:16]=[CH:15][C:5]2[C:6]3[N:7]([CH:11]=[C:12](I)[N:13]=3)[CH2:8][CH2:9][O:10][C:4]=2[CH:3]=1.C1(P(C2C=CC=CC=2)C2[C:37]3[O:36]C4C(=CC=CC=4P(C4C=CC=CC=4)C4C=CC=CC=4)C(C)(C)C=3C=CC=2)C=CC=CC=1.C[OH:60].C(N(CC)CC)C.Cl, predict the reaction product. The product is: [F:1][C:2]1[CH:16]=[CH:15][C:5]2[C:6]3[N:7]([CH:11]=[C:12]([C:37]([OH:36])=[O:60])[N:13]=3)[CH2:8][CH2:9][O:10][C:4]=2[CH:3]=1. (8) The product is: [N:13]([C:12]1[C:7]([O:6][C:5]2[CH:14]=[CH:15][CH:16]=[CH:17][C:4]=2[O:3][C:2]([F:1])([F:18])[F:19])=[N:8][CH:9]=[CH:10][CH:11]=1)=[C:20]=[S:21]. Given the reactants [F:1][C:2]([F:19])([F:18])[O:3][C:4]1[CH:17]=[CH:16][CH:15]=[CH:14][C:5]=1[O:6][C:7]1[C:12]([NH2:13])=[CH:11][CH:10]=[CH:9][N:8]=1.[C:20](C1NC=CN=1)(C1NC=CN=1)=[S:21], predict the reaction product.